The task is: Predict the reaction yield, written as a fraction of the theoretical maximum amount of product (1.0 means a 100% yield; for example, 0.34 means a 34% yield).. This data is from Reaction yield outcomes from USPTO patents with 853,638 reactions. The product is [Cl:10][C:3]1[CH:4]=[C:5]([O:8][CH3:9])[CH:6]=[CH:7][C:2]=1[C:12]1[O:11][CH:15]=[CH:14][N:13]=1. The reactants are Br[C:2]1[CH:7]=[CH:6][C:5]([O:8][CH3:9])=[CH:4][C:3]=1[Cl:10].[O:11]1[CH:15]=[CH:14][N:13]=[CH:12]1.CC([O-])(C)C.[K+]. The yield is 0.420. The catalyst is O1CCOCC1.C1C=CC([P]([Pd]([P](C2C=CC=CC=2)(C2C=CC=CC=2)C2C=CC=CC=2)([P](C2C=CC=CC=2)(C2C=CC=CC=2)C2C=CC=CC=2)[P](C2C=CC=CC=2)(C2C=CC=CC=2)C2C=CC=CC=2)(C2C=CC=CC=2)C2C=CC=CC=2)=CC=1.